This data is from Full USPTO retrosynthesis dataset with 1.9M reactions from patents (1976-2016). The task is: Predict the reactants needed to synthesize the given product. (1) Given the product [CH3:1][C:2]([C:3]1[CH2:7][CH:6]=[CH:5][CH:4]=1)([CH3:10])[CH2:8][CH3:9], predict the reactants needed to synthesize it. The reactants are: [CH3:1][C:2]([CH2:8][CH3:9])=[C:3]1[CH:7]=[CH:6][CH:5]=[CH:4]1.[CH3:10][Li].O. (2) The reactants are: C(NCC)C.[Li]CCCC.[Br:11][C:12]1[S:13][CH:14]=[CH:15][C:16]=1[CH3:17].CN([CH:21]=[O:22])C. Given the product [Br:11][C:12]1[S:13][C:14]([CH:21]=[O:22])=[CH:15][C:16]=1[CH3:17], predict the reactants needed to synthesize it. (3) Given the product [F:1][C:2]1[CH:11]=[CH:10][C:9]([OH:12])=[C:8]2[C:3]=1[CH2:4][CH2:5][C:6]2=[O:14], predict the reactants needed to synthesize it. The reactants are: [F:1][C:2]1[CH:11]=[CH:10][C:9]([O:12]C)=[C:8]2[C:3]=1[CH2:4][CH2:5][C:6](=[O:14])C2.FC1C=CC(O)=CC=1.ClCCC(Cl)=O.[Cl-].[Cl-].[Cl-].[Al+3]. (4) Given the product [Br:1][C:2]1[C:11]2[C:6](=[CH:7][CH:8]=[CH:9][CH:10]=2)[CH:5]=[CH:4][C:3]=1[O:12][CH3:15], predict the reactants needed to synthesize it. The reactants are: [Br:1][C:2]1[C:11]2[C:6](=[CH:7][CH:8]=[CH:9][CH:10]=2)[CH:5]=[CH:4][C:3]=1[OH:12].[H-].[Na+].[CH3:15]I. (5) Given the product [CH2:14]([O:13][C:10](=[O:12])[CH2:11][NH:6][C:5]1[CH:7]=[CH:8][C:2]([Cl:1])=[CH:3][C:4]=1[F:9])[CH3:15], predict the reactants needed to synthesize it. The reactants are: [Cl:1][C:2]1[CH:8]=[CH:7][C:5]([NH2:6])=[C:4]([F:9])[CH:3]=1.[C:10]([O:13][CH2:14][CH2:15]Br)(=[O:12])[CH3:11]. (6) Given the product [CH:1]([N:4]1[C:8]([C:9]2[N:10]=[C:11]3[C:17]4[CH:18]=[CH:19][C:20]([CH2:22][C:23]([OH:25])=[O:24])=[CH:21][C:16]=4[O:15][CH2:14][CH2:13][N:12]3[CH:27]=2)=[N:7][C:6]([CH3:31])=[N:5]1)([CH3:3])[CH3:2], predict the reactants needed to synthesize it. The reactants are: [CH:1]([N:4]1[C:8]([C:9]2[N:10]=[C:11]3[C:17]4[CH:18]=[CH:19][C:20]([CH2:22][C:23]([O:25]C)=[O:24])=[CH:21][C:16]=4[O:15][CH2:14][CH2:13][N:12]3[CH:27]=2)=[N:7][CH:6]=[N:5]1)([CH3:3])[CH3:2].[OH-].[Li+].Cl.[CH3:31]O. (7) Given the product [CH3:9][C:7]1[O:8][C:4]2[CH:3]=[C:2]([B:12]3[O:16][C:15]([CH3:18])([CH3:17])[C:14]([CH3:20])([CH3:19])[O:13]3)[CH:11]=[CH:10][C:5]=2[N:6]=1, predict the reactants needed to synthesize it. The reactants are: Br[C:2]1[CH:11]=[CH:10][C:5]2[N:6]=[C:7]([CH3:9])[O:8][C:4]=2[CH:3]=1.[B:12]1([B:12]2[O:16][C:15]([CH3:18])([CH3:17])[C:14]([CH3:20])([CH3:19])[O:13]2)[O:16][C:15]([CH3:18])([CH3:17])[C:14]([CH3:20])([CH3:19])[O:13]1.C([O-])(=O)C.[K+].